Dataset: Forward reaction prediction with 1.9M reactions from USPTO patents (1976-2016). Task: Predict the product of the given reaction. (1) Given the reactants [F:1][C:2]1[CH:7]=[CH:6][C:5]([S:8]([C:11]([CH3:28])([CH3:27])[C:12]([NH:14][NH:15][C:16]([C:18]2[O:22][N:21]=[C:20]([C:23]([CH3:26])([CH3:25])[CH3:24])[CH:19]=2)=O)=O)(=[O:10])=[O:9])=[CH:4][CH:3]=1.COC1C=CC(P2(SP(C3C=CC(OC)=CC=3)(=S)S2)=[S:38])=CC=1, predict the reaction product. The product is: [C:23]([C:20]1[CH:19]=[C:18]([C:16]2[S:38][C:12]([C:11]([S:8]([C:5]3[CH:6]=[CH:7][C:2]([F:1])=[CH:3][CH:4]=3)(=[O:10])=[O:9])([CH3:28])[CH3:27])=[N:14][N:15]=2)[O:22][N:21]=1)([CH3:26])([CH3:25])[CH3:24]. (2) Given the reactants [CH3:1][C:2]1([CH3:19])[N:7]2[C:8]3[CH:9]=[C:10]([C:15](O)=[O:16])[CH:11]=[CH:12][C:13]=3[CH:14]=[C:6]2[C:5](=[O:18])[NH:4][CH2:3]1.C(Cl)(=O)C(Cl)=O.[NH2:26][C:27]1[CH:28]=[N:29][CH:30]=[CH:31][CH:32]=1.C(N(C(C)C)CC)(C)C, predict the reaction product. The product is: [N:29]1[CH:30]=[CH:31][CH:32]=[C:27]([NH:26][C:15]([C:10]2[CH:11]=[CH:12][C:13]3[CH:14]=[C:6]4[C:5](=[O:18])[NH:4][CH2:3][C:2]([CH3:19])([CH3:1])[N:7]4[C:8]=3[CH:9]=2)=[O:16])[CH:28]=1. (3) Given the reactants [CH3:1][C:2]([CH3:7])([CH2:5][OH:6])[CH2:3][OH:4].N1C=CC=CC=1.[S:14](Cl)(Cl)=[O:15].[O-:18]I(=O)(=O)=O.[Na+], predict the reaction product. The product is: [CH3:1][C:2]1([CH3:7])[CH2:5][O:6][S:14](=[O:15])(=[O:18])[O:4][CH2:3]1. (4) The product is: [CH3:1][O:2][C:3]1[CH:8]=[CH:7][C:6]([C:9]([F:12])([F:11])[F:10])=[CH:5][C:4]=1[NH:13][C:14]([NH:16][C:17]1[CH:18]=[CH:19][C:20]([O:21][C:22]2[CH:23]=[C:24]3[C:28](=[CH:29][CH:30]=2)[C:27](=[O:31])[NH:26][C:25]3=[O:32])=[CH:33][CH:34]=1)=[O:15]. Given the reactants [CH3:1][O:2][C:3]1[CH:8]=[CH:7][C:6]([C:9]([F:12])([F:11])[F:10])=[CH:5][C:4]=1[N:13]=[C:14]=[O:15].[NH2:16][C:17]1[CH:34]=[CH:33][C:20]([O:21][C:22]2[CH:23]=[C:24]3[C:28](=[CH:29][CH:30]=2)[C:27](=[O:31])[NH:26][C:25]3=[O:32])=[CH:19][CH:18]=1.C(Cl)Cl, predict the reaction product.